Task: Binary Classification. Given a miRNA mature sequence and a target amino acid sequence, predict their likelihood of interaction.. Dataset: Experimentally validated miRNA-target interactions with 360,000+ pairs, plus equal number of negative samples (1) The miRNA is mmu-miR-7b-5p with sequence UGGAAGACUUGUGAUUUUGUUGUU. The protein sequence of the target gene is MPYIFAFFCTGFLGAVVGANFPNNIQIGGLFPNQQSQEHAAFRFALSQLTEPPKLLPQIDIVNISDSFEMTYRFCSQFSKGVYAIFGFYERRTVNMLTSFCGALHVCFITPSFPVDTSNQFVLQLRPELQEALISIIDHYKWQTFVYIYDADRGLSVLQRVLDTAAEKNWQVTAVNILTTTEEGYRMLFQDLEKKKERLVVVDCESERLNAILGQIVKLEKNGIGYHYILANLGFMDIDLNKFKESGANVTGFQLVNYTDTIPARIMQQWRTSDARDHTRVDWKRPKYTSALTYDGVKVM.... Result: 1 (interaction). (2) The miRNA is hsa-miR-6750-3p with sequence GAACUCACCCUCUGCUCCCAG. The protein sequence of the target gene is MAQFGGQKNPPWATQFTATAVSQPAALGVQQPSLLGASPTIYTQQTALAAAGLTTQTPANYQLTQTAALQQQAAAAAAALQQQYSQPQQALYSVQQQLQQPQQTLLTQPAVALPTSLSLSTPQPTAQITVSYPTPRSSQQQTQPQKQRVFTGVVTKLHDTFGFVDEDVFFQLSAVKGKTPQVGDRVLVEATYNPNMPFKWNAQRIQTLPNQNQSQTQPLLKTPPAVLQPIAPQTTFGVQTQPQPQSLLQAQISAASITPLLQTQPQPLLQQPQQKAGLLQPPVRIVSQPQPARRLDPPSR.... Result: 0 (no interaction). (3) The miRNA is mmu-miR-206-3p with sequence UGGAAUGUAAGGAAGUGUGUGG. The protein sequence of the target gene is MSLAGGRAPRKTAGNRLSGLLEAEEEDEFYQTTYGGFTEESGDDEYQGDQSDTEDEVDSDFDIDEGDEPSSDGEAEEPRRKRRVVTKAYKEPLKSLRPRKVNTPAGSSQKAREEKALLPLELQDDGSDSRKSMRQSTAEHTRQTFLRVQERQGQSRRRKGPHCERPLTQEELLREAKITEELNLRSLETYERLEADKKKQVHKKRKCPGPIITYHSVTVPLVGEPGPKEENVDIEGLDPAPSVSALTPHAGTGPVNPPARCSRTFITFSDDATFEEWFPQGRPPKVPVREVCPVTHRPAL.... Result: 0 (no interaction).